Dataset: NCI-60 drug combinations with 297,098 pairs across 59 cell lines. Task: Regression. Given two drug SMILES strings and cell line genomic features, predict the synergy score measuring deviation from expected non-interaction effect. Drug 1: CC1CCC2CC(C(=CC=CC=CC(CC(C(=O)C(C(C(=CC(C(=O)CC(OC(=O)C3CCCCN3C(=O)C(=O)C1(O2)O)C(C)CC4CCC(C(C4)OC)OCCO)C)C)O)OC)C)C)C)OC. Drug 2: C1C(C(OC1N2C=NC3=C2NC=NCC3O)CO)O. Cell line: HL-60(TB). Synergy scores: CSS=7.96, Synergy_ZIP=0.0608, Synergy_Bliss=3.07, Synergy_Loewe=1.02, Synergy_HSA=3.78.